The task is: Predict the reactants needed to synthesize the given product.. This data is from Full USPTO retrosynthesis dataset with 1.9M reactions from patents (1976-2016). (1) Given the product [F:38][CH2:23][C:21]1[N:22]=[C:16]2[N:17]([CH:18]=[N:19][C:14]([CH2:13][C:12]3[N:8]([C:3]4[C:2]([F:1])=[CH:7][CH:6]=[CH:5][N:4]=4)[N:9]=[CH:10][CH:11]=3)=[C:15]2[CH2:25][CH2:26][CH3:27])[N:20]=1, predict the reactants needed to synthesize it. The reactants are: [F:1][C:2]1[C:3]([N:8]2[C:12]([CH2:13][C:14]3[N:19]=[CH:18][N:17]4[N:20]=[C:21]([CH2:23]O)[N:22]=[C:16]4[C:15]=3[CH2:25][CH2:26][CH3:27])=[CH:11][CH:10]=[N:9]2)=[N:4][CH:5]=[CH:6][CH:7]=1.COCCN(S(F)(F)[F:38])CCOC.C([O-])(O)=O.[Na+]. (2) Given the product [F:1][C:2]1[CH:9]=[C:8]([N:10]2[CH2:16][CH2:15][CH2:14][C:13]3[O:17][C:18]([C:20]4[CH:25]=[CH:24][C:23]([F:44])=[CH:22][N:21]=4)=[N:19][C:12]=3[CH2:11]2)[CH:7]=[CH:4][CH:3]=1, predict the reactants needed to synthesize it. The reactants are: [F:1][C:2]1[CH:3]=[C:4]([CH:7]=[C:8]([N:10]2[CH2:16][CH2:15][CH2:14][C:13]3[O:17][C:18]([C:20]4[CH:25]=[CH:24][CH:23]=[CH:22][N:21]=4)=[N:19][C:12]=3[CH2:11]2)[CH:9]=1)C#N.N1C=CC=CC=1C(O)=O.BrC1C=C(C=C([F:44])C=1)C#N. (3) Given the product [CH2:33]([N:7]1[C:6]([CH2:4][OH:3])=[CH:10][C:9]([C:11]([C:17]2[CH:18]=[C:19]3[C:23](=[CH:24][CH:25]=2)[N:22]([C:26]2[CH:27]=[CH:28][C:29]([F:32])=[CH:30][CH:31]=2)[N:21]=[CH:20]3)([OH:16])[C:12]([F:15])([F:14])[F:13])=[CH:8]1)[CH:34]=[CH2:35], predict the reactants needed to synthesize it. The reactants are: C([O:3][C:4]([C:6]1[N:7]([CH2:33][CH:34]=[CH2:35])[CH:8]=[C:9]([C:11]([C:17]2[CH:18]=[C:19]3[C:23](=[CH:24][CH:25]=2)[N:22]([C:26]2[CH:31]=[CH:30][C:29]([F:32])=[CH:28][CH:27]=2)[N:21]=[CH:20]3)([OH:16])[C:12]([F:15])([F:14])[F:13])[CH:10]=1)=O)C.[H-].C([Al+]CC(C)C)C(C)C.Cl.C(=O)(O)[O-].[Na+].